Task: Predict the product of the given reaction.. Dataset: Forward reaction prediction with 1.9M reactions from USPTO patents (1976-2016) Given the reactants [Cl:1][C:2]1[CH:26]=[N:25][C:5]2[N:6]=[C:7]([N:13]3[CH2:16][CH:15]([NH:17]C(=O)OC(C)(C)C)[CH2:14]3)[C:8]3[N:9]([CH:10]=[N:11][N:12]=3)[C:4]=2[CH:3]=1.C(O)(C(F)(F)F)=O, predict the reaction product. The product is: [Cl:1][C:2]1[CH:26]=[N:25][C:5]2[N:6]=[C:7]([N:13]3[CH2:14][CH:15]([NH2:17])[CH2:16]3)[C:8]3[N:9]([CH:10]=[N:11][N:12]=3)[C:4]=2[CH:3]=1.